From a dataset of Catalyst prediction with 721,799 reactions and 888 catalyst types from USPTO. Predict which catalyst facilitates the given reaction. (1) Reactant: C(OC(=O)[NH:7][CH:8]1[CH2:13][CH2:12][N:11]([S:14]([C:17]2[CH:22]=[CH:21][C:20]([C:23](=[O:33])[NH:24][CH2:25][CH2:26][C:27]3[CH:32]=[CH:31][CH:30]=[CH:29][CH:28]=3)=[C:19]([F:34])[CH:18]=2)(=[O:16])=[O:15])[CH2:10][CH2:9]1)(C)(C)C.Cl. Product: [NH2:7][CH:8]1[CH2:9][CH2:10][N:11]([S:14]([C:17]2[CH:22]=[CH:21][C:20]([C:23]([NH:24][CH2:25][CH2:26][C:27]3[CH:28]=[CH:29][CH:30]=[CH:31][CH:32]=3)=[O:33])=[C:19]([F:34])[CH:18]=2)(=[O:15])=[O:16])[CH2:12][CH2:13]1. The catalyst class is: 12. (2) Reactant: [NH2:1][C:2]1[C:15]([F:16])=[CH:14][CH:13]=[CH:12][C:3]=1[C:4]([NH:6][C:7]([CH3:11])([C:9]#[CH:10])[CH3:8])=[O:5].[CH:17](=O)[CH2:18][CH3:19].C(O)(=O)C.C(O[BH-](OC(=O)C)OC(=O)C)(=O)C.[Na+].C([O-])(O)=O.[Na+]. Product: [F:16][C:15]1[C:2]([NH:1][CH2:17][CH2:18][CH3:19])=[C:3]([CH:12]=[CH:13][CH:14]=1)[C:4]([NH:6][C:7]([CH3:11])([C:9]#[CH:10])[CH3:8])=[O:5]. The catalyst class is: 26.